Dataset: NCI-60 drug combinations with 297,098 pairs across 59 cell lines. Task: Regression. Given two drug SMILES strings and cell line genomic features, predict the synergy score measuring deviation from expected non-interaction effect. (1) Drug 1: C1CN1P(=S)(N2CC2)N3CC3. Drug 2: C1CNP(=O)(OC1)N(CCCl)CCCl. Cell line: U251. Synergy scores: CSS=21.0, Synergy_ZIP=-9.01, Synergy_Bliss=-2.65, Synergy_Loewe=-7.52, Synergy_HSA=-0.508. (2) Drug 1: C1=CN(C(=O)N=C1N)C2C(C(C(O2)CO)O)O.Cl. Drug 2: C1C(C(OC1N2C=NC3=C(N=C(N=C32)Cl)N)CO)O. Cell line: OVCAR-8. Synergy scores: CSS=57.7, Synergy_ZIP=-3.95, Synergy_Bliss=-5.18, Synergy_Loewe=2.50, Synergy_HSA=4.64. (3) Drug 1: CCCCCOC(=O)NC1=NC(=O)N(C=C1F)C2C(C(C(O2)C)O)O. Drug 2: CC1=C2C(C(=O)C3(C(CC4C(C3C(C(C2(C)C)(CC1OC(=O)C(C(C5=CC=CC=C5)NC(=O)OC(C)(C)C)O)O)OC(=O)C6=CC=CC=C6)(CO4)OC(=O)C)O)C)O. Cell line: SK-MEL-5. Synergy scores: CSS=9.87, Synergy_ZIP=13.6, Synergy_Bliss=16.3, Synergy_Loewe=3.72, Synergy_HSA=3.76. (4) Drug 1: CC1C(C(CC(O1)OC2CC(OC(C2O)C)OC3=CC4=CC5=C(C(=O)C(C(C5)C(C(=O)C(C(C)O)O)OC)OC6CC(C(C(O6)C)O)OC7CC(C(C(O7)C)O)OC8CC(C(C(O8)C)O)(C)O)C(=C4C(=C3C)O)O)O)O. Drug 2: CCC1(CC2CC(C3=C(CCN(C2)C1)C4=CC=CC=C4N3)(C5=C(C=C6C(=C5)C78CCN9C7C(C=CC9)(C(C(C8N6C)(C(=O)OC)O)OC(=O)C)CC)OC)C(=O)OC)O.OS(=O)(=O)O. Cell line: HL-60(TB). Synergy scores: CSS=63.1, Synergy_ZIP=1.40, Synergy_Bliss=-1.20, Synergy_Loewe=-2.44, Synergy_HSA=-4.80. (5) Drug 1: CC1C(C(CC(O1)OC2CC(CC3=C2C(=C4C(=C3O)C(=O)C5=C(C4=O)C(=CC=C5)OC)O)(C(=O)CO)O)N)O. Drug 2: CC1(CCCN1)C2=NC3=C(C=CC=C3N2)C(=O)N. Cell line: NCIH23. Synergy scores: CSS=64.4, Synergy_ZIP=0.902, Synergy_Bliss=-0.104, Synergy_Loewe=-19.1, Synergy_HSA=0.190. (6) Drug 1: CC1=C(N=C(N=C1N)C(CC(=O)N)NCC(C(=O)N)N)C(=O)NC(C(C2=CN=CN2)OC3C(C(C(C(O3)CO)O)O)OC4C(C(C(C(O4)CO)O)OC(=O)N)O)C(=O)NC(C)C(C(C)C(=O)NC(C(C)O)C(=O)NCCC5=NC(=CS5)C6=NC(=CS6)C(=O)NCCC[S+](C)C)O. Drug 2: C1=NC2=C(N1)C(=S)N=CN2. Cell line: HL-60(TB). Synergy scores: CSS=40.1, Synergy_ZIP=-2.59, Synergy_Bliss=0.873, Synergy_Loewe=2.41, Synergy_HSA=4.25. (7) Drug 1: CN(C)C1=NC(=NC(=N1)N(C)C)N(C)C. Drug 2: CC(C)NC(=O)C1=CC=C(C=C1)CNNC.Cl. Cell line: MALME-3M. Synergy scores: CSS=-11.8, Synergy_ZIP=6.74, Synergy_Bliss=0.566, Synergy_Loewe=-9.32, Synergy_HSA=-7.75. (8) Drug 1: C1=CC(=CC=C1CC(C(=O)O)N)N(CCCl)CCCl.Cl. Drug 2: CCC1(CC2CC(C3=C(CCN(C2)C1)C4=CC=CC=C4N3)(C5=C(C=C6C(=C5)C78CCN9C7C(C=CC9)(C(C(C8N6C)(C(=O)OC)O)OC(=O)C)CC)OC)C(=O)OC)O.OS(=O)(=O)O. Cell line: HOP-92. Synergy scores: CSS=16.9, Synergy_ZIP=-6.47, Synergy_Bliss=-7.69, Synergy_Loewe=-56.8, Synergy_HSA=-5.46. (9) Drug 1: C1=CN(C(=O)N=C1N)C2C(C(C(O2)CO)O)O.Cl. Drug 2: CC1=C(C=C(C=C1)NC(=O)C2=CC=C(C=C2)CN3CCN(CC3)C)NC4=NC=CC(=N4)C5=CN=CC=C5. Cell line: COLO 205. Synergy scores: CSS=39.9, Synergy_ZIP=-2.99, Synergy_Bliss=-7.97, Synergy_Loewe=-28.7, Synergy_HSA=-7.00. (10) Drug 1: CCCCCOC(=O)NC1=NC(=O)N(C=C1F)C2C(C(C(O2)C)O)O. Drug 2: CC1=C2C(C(=O)C3(C(CC4C(C3C(C(C2(C)C)(CC1OC(=O)C(C(C5=CC=CC=C5)NC(=O)C6=CC=CC=C6)O)O)OC(=O)C7=CC=CC=C7)(CO4)OC(=O)C)O)C)OC(=O)C. Cell line: KM12. Synergy scores: CSS=40.8, Synergy_ZIP=1.39, Synergy_Bliss=-2.48, Synergy_Loewe=1.40, Synergy_HSA=-1.20.